The task is: Predict the product of the given reaction.. This data is from Forward reaction prediction with 1.9M reactions from USPTO patents (1976-2016). (1) The product is: [Cl:8][C:7]1[C:2]([Cl:1])=[C:3]([S:26](=[O:27])(=[O:28])[NH:29][C@@H:30]([CH3:35])[C:31]([F:32])([F:34])[F:33])[CH:4]=[CH:5][C:6]=1[C:9]1[S:13][C:12]([C:14]2[CH:19]=[CH:18][CH:17]=[C:16]([C:20]([OH:23])([CH3:21])[CH3:22])[N:15]=2)=[N:11][C:10]=1[C:24]([OH:49])=[O:25]. Given the reactants [Cl:1][C:2]1[C:7]([Cl:8])=[C:6]([C:9]2[S:13][C:12]([C:14]3[CH:19]=[CH:18][CH:17]=[C:16]([C:20]([OH:23])([CH3:22])[CH3:21])[N:15]=3)=[N:11][C:10]=2[CH2:24][OH:25])[CH:5]=[CH:4][C:3]=1[S:26]([NH:29][C@@H:30]([CH3:35])[C:31]([F:34])([F:33])[F:32])(=[O:28])=[O:27].CC1(C)N([O])C(C)(C)CCC1.C(O)(=[O:49])C.C(O)(=O)C.IC1C=CC=CC=1, predict the reaction product. (2) Given the reactants O=[C:2]([NH:8][CH2:9][C:10]1[CH:15]=[CH:14][CH:13]=[CH:12][N:11]=1)[C:3]([O:5][CH2:6][CH3:7])=[O:4], predict the reaction product. The product is: [CH:9]1[N:8]=[C:2]([C:3]([O:5][CH2:6][CH3:7])=[O:4])[N:11]2[CH:12]=[CH:13][CH:14]=[CH:15][C:10]=12. (3) Given the reactants [CH:1]1([NH2:4])[CH2:3][CH2:2]1.[O:5]=[C:6]1[C:15]2[C:10](=[CH:11][CH:12]=[C:13]([C:16]([F:19])([F:18])[F:17])[CH:14]=2)[CH2:9][CH2:8][N:7]1[C:20]1[CH:27]=[N:26][CH:25]=[CH:24][C:21]=1[CH:22]=O.CO.C([O-])(O)=O.[Na+], predict the reaction product. The product is: [CH:1]1([NH:4][CH2:22][C:21]2[CH:24]=[CH:25][N:26]=[CH:27][C:20]=2[N:7]2[CH2:8][CH2:9][C:10]3[C:15](=[CH:14][C:13]([C:16]([F:19])([F:18])[F:17])=[CH:12][CH:11]=3)[C:6]2=[O:5])[CH2:3][CH2:2]1. (4) The product is: [N:54]1([CH2:53][C@@H:49]2[CH2:50][CH2:51][CH2:52][N:48]2[C:12]([C:11]2[CH:10]=[CH:9][C:8]([C:6]3[S:7][C:3]([C:1]#[N:2])=[CH:4][CH:5]=3)=[CH:16][CH:15]=2)=[O:14])[CH2:58][CH2:57][CH2:56][CH2:55]1. Given the reactants [C:1]([C:3]1[S:7][C:6]([C:8]2[CH:16]=[CH:15][C:11]([C:12]([OH:14])=O)=[CH:10][CH:9]=2)=[CH:5][CH:4]=1)#[N:2].CCN=C=NCCCN(C)C.Cl.C1C=CC2N(O)N=NC=2C=1.CCN(C(C)C)C(C)C.[NH:48]1[CH2:52][CH2:51][CH2:50][C@H:49]1[CH2:53][N:54]1[CH2:58][CH2:57][CH2:56][CH2:55]1, predict the reaction product. (5) Given the reactants [F:1][CH:2]([F:30])[C:3]1[C:4]([CH2:19][NH:20][C:21]([C@@H:23]2[CH2:27][C@@H:26]([F:28])[C@H:25]([CH3:29])[NH:24]2)=[O:22])=[CH:5][C:6]([C:9]2[CH:10]=[N:11][C:12]([C:15]([F:18])([F:17])[F:16])=[N:13][CH:14]=2)=[N:7][CH:8]=1.C(N(CC)CC)C.[F:38][C:39]1[CH:44]=[CH:43][C:42]([S:45](Cl)(=[O:47])=[O:46])=[CH:41][CH:40]=1, predict the reaction product. The product is: [F:30][CH:2]([F:1])[C:3]1[C:4]([CH2:19][NH:20][C:21]([C@@H:23]2[CH2:27][C@@H:26]([F:28])[C@H:25]([CH3:29])[N:24]2[S:45]([C:42]2[CH:43]=[CH:44][C:39]([F:38])=[CH:40][CH:41]=2)(=[O:47])=[O:46])=[O:22])=[CH:5][C:6]([C:9]2[CH:14]=[N:13][C:12]([C:15]([F:16])([F:18])[F:17])=[N:11][CH:10]=2)=[N:7][CH:8]=1. (6) Given the reactants Cl([O-])=O.[Na+].S(=O)(=O)(O)N.[CH2:10]([O:17][C:18]1[C:19]([CH:36]=[O:37])=[N:20][CH:21]=[C:22]([C:34]=1[OH:35])[C:23]([NH:25][CH2:26][C:27]1[CH:32]=[CH:31][C:30]([F:33])=[CH:29][CH:28]=1)=[O:24])[C:11]1[CH:16]=[CH:15][CH:14]=[CH:13][CH:12]=1.[OH2:38], predict the reaction product. The product is: [CH2:10]([O:17][C:18]1[C:19]([C:36]([OH:38])=[O:37])=[N:20][CH:21]=[C:22]([C:23](=[O:24])[NH:25][CH2:26][C:27]2[CH:28]=[CH:29][C:30]([F:33])=[CH:31][CH:32]=2)[C:34]=1[OH:35])[C:11]1[CH:16]=[CH:15][CH:14]=[CH:13][CH:12]=1.